From a dataset of Catalyst prediction with 721,799 reactions and 888 catalyst types from USPTO. Predict which catalyst facilitates the given reaction. (1) Reactant: [Cl:1][C:2]1[N:7]=[C:6]([NH:8][C:9]2[CH:10]=[C:11]3[C:15](=[CH:16][CH:17]=2)[NH:14][N:13]=[CH:12]3)[CH:5]=[C:4]([N:18]2[CH2:23][CH2:22][N:21]([CH3:24])[CH2:20][CH2:19]2)[N:3]=1.[CH3:25][C:26]([O:29][C:30](O[C:30]([O:29][C:26]([CH3:28])([CH3:27])[CH3:25])=[O:31])=[O:31])([CH3:28])[CH3:27]. Product: [C:26]([O:29][C:30]([N:8]([C:6]1[CH:5]=[C:4]([N:18]2[CH2:19][CH2:20][N:21]([CH3:24])[CH2:22][CH2:23]2)[N:3]=[C:2]([Cl:1])[N:7]=1)[C:9]1[CH:10]=[C:11]2[C:15](=[CH:16][CH:17]=1)[N:14]([C:30]([O:29][C:26]([CH3:28])([CH3:27])[CH3:25])=[O:31])[N:13]=[CH:12]2)=[O:31])([CH3:28])([CH3:27])[CH3:25]. The catalyst class is: 64. (2) Reactant: C([SiH](CC)CC)C.[CH2:8]([O:15][C@@H:16]1[C@@H:21]([O:22][CH2:23][C:24]2[CH:29]=[CH:28][CH:27]=[CH:26][CH:25]=2)[C@H:20]([O:30][CH2:31][C:32]2[CH:37]=[CH:36][CH:35]=[CH:34][CH:33]=2)[C@@H:19]([CH2:38][O:39][CH2:40][C:41]2[CH:46]=[CH:45][CH:44]=[CH:43][CH:42]=2)[CH2:18][C:17]1([C:48]1[C:56]2[C:51](=[CH:52][CH:53]=[CH:54][CH:55]=2)[N:50]([CH2:57][C:58]2[CH:63]=[CH:62][C:61]([CH2:64][CH3:65])=[CH:60][CH:59]=2)[CH:49]=1)O)[C:9]1[CH:14]=[CH:13][CH:12]=[CH:11][CH:10]=1.C(=O)([O-])O.[Na+]. The catalyst class is: 2. Product: [CH2:64]([C:61]1[CH:60]=[CH:59][C:58]([CH2:57][N:50]2[C:51]3[C:56](=[CH:55][CH:54]=[CH:53][CH:52]=3)[C:48]([C@@H:17]3[CH2:18][C@H:19]([CH2:38][O:39][CH2:40][C:41]4[CH:46]=[CH:45][CH:44]=[CH:43][CH:42]=4)[C@@H:20]([O:30][CH2:31][C:32]4[CH:33]=[CH:34][CH:35]=[CH:36][CH:37]=4)[C@H:21]([O:22][CH2:23][C:24]4[CH:25]=[CH:26][CH:27]=[CH:28][CH:29]=4)[C@H:16]3[O:15][CH2:8][C:9]3[CH:10]=[CH:11][CH:12]=[CH:13][CH:14]=3)=[CH:49]2)=[CH:63][CH:62]=1)[CH3:65]. (3) Reactant: [C:1]([O:5][C:6]([NH:8][C@@H:9]([CH2:13][CH2:14][NH:15][CH2:16][CH2:17][CH2:18][C:19]1[CH:24]=[C:23]([Cl:25])[CH:22]=[CH:21][C:20]=1[OH:26])[C:10]([OH:12])=[O:11])=[O:7])([CH3:4])([CH3:3])[CH3:2].C([O-])([O-])=O.[K+].[K+].[Cl:33][C:34]1[C:35](F)=[CH:36][C:37]([F:56])=[C:38]([S:40]([N:43]([C:51]2[N:52]=[CH:53][S:54][CH:55]=2)[C:44](=[O:50])[O:45][C:46]([CH3:49])([CH3:48])[CH3:47])(=[O:42])=[O:41])[CH:39]=1.O. Product: [C:46]([O:45][C:44]([N:43]([C:51]1[N:52]=[CH:53][S:54][CH:55]=1)[S:40]([C:38]1[C:37]([F:56])=[CH:36][C:35]([O:26][C:20]2[CH:21]=[CH:22][C:23]([Cl:25])=[CH:24][C:19]=2[CH2:18][CH2:17][CH2:16][NH:15][CH2:14][CH2:13][C@H:9]([NH:8][C:6]([O:5][C:1]([CH3:4])([CH3:2])[CH3:3])=[O:7])[C:10]([OH:12])=[O:11])=[C:34]([Cl:33])[CH:39]=1)(=[O:42])=[O:41])=[O:50])([CH3:49])([CH3:47])[CH3:48]. The catalyst class is: 3. (4) Reactant: Cl.Cl.[F:3][C:4]1[CH:5]=[C:6]2[C:10](=[CH:11][CH:12]=1)[NH:9][CH:8]=[C:7]2[C:13](=O)[CH2:14][CH2:15][CH2:16][N:17]1[CH2:22][CH2:21][NH:20][CH2:19][CH2:18]1.[H-].[H-].[H-].[H-].[Li+].[Al+3]. Product: [F:3][C:4]1[CH:5]=[C:6]2[C:10](=[CH:11][CH:12]=1)[NH:9][CH:8]=[C:7]2[CH2:13][CH2:14][CH2:15][CH2:16][N:17]1[CH2:22][CH2:21][NH:20][CH2:19][CH2:18]1. The catalyst class is: 7. (5) Reactant: [CH:1](NC(C)C)(C)[CH3:2].C([Li])CCC.[CH2:13]=[C:14]1[CH2:18][CH2:17][CH:16]([C:19]([O:21][CH3:22])=[O:20])[CH2:15]1.C(I)C. Product: [CH2:13]=[C:14]1[CH2:18][CH2:17][C:16]([CH2:1][CH3:2])([C:19]([O:21][CH3:22])=[O:20])[CH2:15]1. The catalyst class is: 1. (6) Reactant: [OH:1][C:2]1[N:7]=[C:6]([C:8]([OH:10])=[O:9])[CH:5]=[C:4]([C:11]([OH:13])=O)[N:3]=1.C1C=CC2N(O)N=NC=2C=1.CCN=C=NCCCN(C)C.Cl.Cl.[CH2:37]([O:39][C:40](=[O:59])[C@H:41]([CH3:58])[CH2:42][C@H:43]([NH2:57])[CH2:44][C:45]1[CH:50]=[CH:49][C:48]([C:51]2[CH:56]=[CH:55][CH:54]=[CH:53][CH:52]=2)=[CH:47][CH:46]=1)[CH3:38].C(N(CC)CC)C. Product: [C:48]1([C:51]2[CH:52]=[CH:53][CH:54]=[CH:55][CH:56]=2)[CH:47]=[CH:46][C:45]([CH2:44][C@@H:43]([NH:57][C:11]([C:4]2[N:3]=[C:2]([OH:1])[N:7]=[C:6]([C:8]([OH:10])=[O:9])[CH:5]=2)=[O:13])[CH2:42][C@H:41]([C:40]([O:39][CH2:37][CH3:38])=[O:59])[CH3:58])=[CH:50][CH:49]=1. The catalyst class is: 18. (7) Reactant: [NH2:1][C:2]1[CH:7]=[CH:6][C:5]([C@@H:8]2[CH2:10][C@H:9]2[C:11]([OH:13])=[O:12])=[CH:4][CH:3]=1.[F:14][C:15]([F:30])([F:29])[C:16]1[CH:21]=[CH:20][C:19]([C:22]2[O:26][C:25]([CH:27]=O)=[CH:24][CH:23]=2)=[CH:18][CH:17]=1.C(O[BH-](OC(=O)C)OC(=O)C)(=O)C.[Na+].[OH2:45]. Product: [F:14][C:15]([F:30])([F:29])[C:16]([OH:12])=[O:45].[F:30][C:15]([F:14])([F:29])[C:16]1[CH:17]=[CH:18][C:19]([C:22]2[O:26][C:25]([CH2:27][NH:1][C:2]3[CH:3]=[CH:4][C:5]([C@@H:8]4[CH2:10][C@H:9]4[C:11]([OH:13])=[O:12])=[CH:6][CH:7]=3)=[CH:24][CH:23]=2)=[CH:20][CH:21]=1. The catalyst class is: 68.